Dataset: Reaction yield outcomes from USPTO patents with 853,638 reactions. Task: Predict the reaction yield, written as a fraction of the theoretical maximum amount of product (1.0 means a 100% yield; for example, 0.34 means a 34% yield). (1) The reactants are [CH2:1]([S:4][C:5]1[N:10]=[C:9]([OH:11])[CH:8]=[C:7]([OH:12])[N:6]=1)[CH2:2][CH3:3].O.[N+:14]([O-])([OH:16])=[O:15]. No catalyst specified. The product is [N+:14]([C:8]1[C:7]([OH:12])=[N:6][C:5]([S:4][CH2:1][CH2:2][CH3:3])=[N:10][C:9]=1[OH:11])([O-:16])=[O:15]. The yield is 0.480. (2) The reactants are [NH2:1][C@H:2]([C@H:8]([OH:14])[C:9]([O:11][CH2:12][CH3:13])=[O:10])[C:3]([O:5][CH2:6][CH3:7])=[O:4].C([BH3-])#N.[Na+].[CH2:19]([O:26][CH2:27][N:28]1[C:36]2[C:35]([O:37][CH3:38])=[N:34][CH:33]=[N:32][C:31]=2[C:30]([CH:39]=O)=[CH:29]1)[C:20]1[CH:25]=[CH:24][CH:23]=[CH:22][CH:21]=1.C(O)(=O)C. The yield is 0.770. The catalyst is CO. The product is [CH2:19]([O:26][CH2:27][N:28]1[C:36]2[C:35]([O:37][CH3:38])=[N:34][CH:33]=[N:32][C:31]=2[C:30]([CH2:39][NH:1][C@H:2]([C@H:8]([OH:14])[C:9]([O:11][CH2:12][CH3:13])=[O:10])[C:3]([O:5][CH2:6][CH3:7])=[O:4])=[CH:29]1)[C:20]1[CH:25]=[CH:24][CH:23]=[CH:22][CH:21]=1. (3) The reactants are [Cl:1][C:2]1[CH:3]=[CH:4][C:5]([S:21][S:21][C:5]2[CH:4]=[CH:3][C:2]([Cl:1])=[CH:7][C:6]=2[NH:8][S:9]([C:12]2[O:13][C:14]3[CH:20]=[CH:19][CH:18]=[CH:17][C:15]=3[CH:16]=2)(=[O:11])=[O:10])=[C:6]([NH:8][S:9]([C:12]2[O:13][C:14]3[CH:20]=[CH:19][CH:18]=[CH:17][C:15]=3[CH:16]=2)(=[O:11])=[O:10])[CH:7]=1.Br[CH2:44][C:45]1[CH:49]=[CH:48][N:47]([C:50]([O:52][C:53]([CH3:56])([CH3:55])[CH3:54])=[O:51])[N:46]=1. No catalyst specified. The product is [O:13]1[C:14]2[CH:20]=[CH:19][CH:18]=[CH:17][C:15]=2[CH:16]=[C:12]1[S:9]([NH:8][C:6]1[CH:7]=[C:2]([Cl:1])[CH:3]=[CH:4][C:5]=1[S:21][CH2:44][C:45]1[CH:49]=[CH:48][N:47]([C:50]([O:52][C:53]([CH3:56])([CH3:55])[CH3:54])=[O:51])[N:46]=1)(=[O:11])=[O:10]. The yield is 0.360. (4) The reactants are [C:1](N1C=CC=CC1=O)(N1C=CC=CC1=O)=S.[NH2:17][C:18]1[CH:23]=[CH:22][C:21]([C:24]2[C:32]3[C:27](=[N:28][CH:29]=[N:30][C:31]=3[NH2:33])[N:26]([C@H:34]3[CH2:39][CH2:38][C@@H:37]([N:40]4[CH2:45][CH2:44][N:43]([CH3:46])[CH2:42][CH2:41]4)[CH2:36][CH2:35]3)[N:25]=2)=[CH:20][CH:19]=1.[NH2:47][C:48]1[C:53]([OH:54])=[CH:52][CH:51]=[CH:50][C:49]=1[CH3:55].C1(N=C=NC2CCCCC2)CCCCC1. The catalyst is N1C=CC=CC=1.C1(C)C=CC=CC=1. The product is [NH2:33][C:31]1[N:30]=[CH:29][N:28]=[C:27]2[N:26]([C@H:34]3[CH2:39][CH2:38][C@@H:37]([N:40]4[CH2:41][CH2:42][N:43]([CH3:46])[CH2:44][CH2:45]4)[CH2:36][CH2:35]3)[N:25]=[C:24]([C:21]3[CH:20]=[CH:19][C:18]([NH:17][C:1]4[O:54][C:53]5[CH:52]=[CH:51][CH:50]=[C:49]([CH3:55])[C:48]=5[N:47]=4)=[CH:23][CH:22]=3)[C:32]=12. The yield is 0.120. (5) The reactants are [CH3:1][N:2]([CH:13]1[CH2:18][CH2:17][NH:16][C:15](=[O:19])[CH2:14]1)[C:3](=[O:12])[O:4][CH2:5][C:6]1[CH:11]=[CH:10][CH:9]=[CH:8][CH:7]=1.Cl.Br[C:22]1[CH:27]=[CH:26][N:25]=[CH:24][CH:23]=1.C([O-])([O-])=O.[Cs+].[Cs+].CC1(C)C2C(=C(P(C3C=CC=CC=3)C3C=CC=CC=3)C=CC=2)OC2C(P(C3C=CC=CC=3)C3C=CC=CC=3)=CC=CC1=2. The catalyst is C1(C)C=CC=CC=1.C1C=CC(/C=C/C(/C=C/C2C=CC=CC=2)=O)=CC=1.C1C=CC(/C=C/C(/C=C/C2C=CC=CC=2)=O)=CC=1.C1C=CC(/C=C/C(/C=C/C2C=CC=CC=2)=O)=CC=1.[Pd].[Pd]. The product is [CH3:1][N:2]([CH:13]1[CH2:18][CH2:17][N:16]([C:22]2[CH:27]=[CH:26][N:25]=[CH:24][CH:23]=2)[C:15](=[O:19])[CH2:14]1)[C:3](=[O:12])[O:4][CH2:5][C:6]1[CH:11]=[CH:10][CH:9]=[CH:8][CH:7]=1. The yield is 0.410. (6) The reactants are [H-].[Na+].[CH2:3]([O:10][C:11]1[CH:20]=[C:19]2[C:14]([C:15](=[O:21])[NH:16][CH:17]=[N:18]2)=[CH:13][C:12]=1[O:22][CH3:23])[C:4]1[CH:9]=[CH:8][CH:7]=[CH:6][CH:5]=1.[C:24]([O:30][CH2:31]Cl)(=[O:29])[C:25]([CH3:28])([CH3:27])[CH3:26].Cl. The catalyst is CN(C=O)C.C(OCC)(=O)C. The product is [CH2:3]([O:10][C:11]1[CH:20]=[C:19]2[C:14]([C:15](=[O:21])[N:16]([CH2:31][O:30][C:24](=[O:29])[C:25]([CH3:28])([CH3:27])[CH3:26])[CH:17]=[N:18]2)=[CH:13][C:12]=1[O:22][CH3:23])[C:4]1[CH:5]=[CH:6][CH:7]=[CH:8][CH:9]=1. The yield is 0.840. (7) The reactants are [Cl:1][C:2]1[CH:9]=[CH:8][CH:7]=[C:6]([N:10]2[CH2:15][CH2:14][O:13][CH2:12][CH2:11]2)[C:3]=1[CH:4]=O.[N:16]1([C:22]([O:24][C:25]([CH3:28])([CH3:27])[CH3:26])=[O:23])[CH2:21][CH2:20][NH:19][CH2:18][CH2:17]1.C(O[BH-](OC(=O)C)OC(=O)C)(=O)C.[Na+]. The catalyst is ClCCCl. The product is [Cl:1][C:2]1[CH:9]=[CH:8][CH:7]=[C:6]([N:10]2[CH2:15][CH2:14][O:13][CH2:12][CH2:11]2)[C:3]=1[CH2:4][N:19]1[CH2:18][CH2:17][N:16]([C:22]([O:24][C:25]([CH3:28])([CH3:27])[CH3:26])=[O:23])[CH2:21][CH2:20]1. The yield is 0.770. (8) The reactants are CC1(C)CCCC(C)(C)N1.[CH2:11]([Li])[CH2:12][CH2:13][CH3:14].C1(N=C[C:24]2[CH:29]=[CH:28][CH:27]=[C:26]([O:30]C)C=2)CCCCC1.ICC.[NH4+].[Cl-].Cl.C1C[O:41][CH2:40]C1. The catalyst is O. The product is [CH2:13]([C:12]1[C:11]([O:41][CH3:40])=[CH:24][CH:29]=[CH:28][C:27]=1[CH:26]=[O:30])[CH3:14]. The yield is 0.630.